From a dataset of Full USPTO retrosynthesis dataset with 1.9M reactions from patents (1976-2016). Predict the reactants needed to synthesize the given product. (1) Given the product [C:22]1([CH2:28][C:29]([NH:1][CH2:2][CH2:3][CH2:4][C@H:5]2[CH2:9][NH:8]/[C:7](=[N:10]\[C:11]([C:13]3[C:18]([NH2:19])=[N:17][C:16]([NH2:20])=[C:15]([Cl:21])[N:14]=3)=[O:12])/[NH:6]2)=[O:30])[CH:27]=[CH:26][CH:25]=[CH:24][CH:23]=1, predict the reactants needed to synthesize it. The reactants are: [NH2:1][CH2:2][CH2:3][CH2:4][C@H:5]1[CH2:9][NH:8]/[C:7](=[N:10]\[C:11]([C:13]2[C:18]([NH2:19])=[N:17][C:16]([NH2:20])=[C:15]([Cl:21])[N:14]=2)=[O:12])/[NH:6]1.[C:22]1([CH2:28][C:29](Cl)=[O:30])[CH:27]=[CH:26][CH:25]=[CH:24][CH:23]=1. (2) Given the product [C:1]1([C:7]2[C:8]([C:16]3[CH:17]=[CH:18][C:19]([OH:22])=[CH:20][CH:21]=3)=[CH:9][N:10]3[C:15]=2[CH:14]=[CH:13][CH:12]=[CH:11]3)[CH:2]=[CH:3][CH:4]=[CH:5][CH:6]=1, predict the reactants needed to synthesize it. The reactants are: [C:1]1([C:7]2[C:8]([C:16]3[CH:21]=[CH:20][C:19]([O:22]C)=[CH:18][CH:17]=3)=[CH:9][N:10]3[C:15]=2[CH:14]=[CH:13][CH:12]=[CH:11]3)[CH:6]=[CH:5][CH:4]=[CH:3][CH:2]=1.Br. (3) Given the product [OH:24][C@@H:22]1[CH2:23][N:19]([C:17]([O:16][C:12]([CH3:13])([CH3:14])[CH3:15])=[O:18])[C@H:20]([C:25]([O:27][CH2:2][C:3]([C:5]2[CH:10]=[CH:9][C:8]([Br:11])=[CH:7][CH:6]=2)=[O:4])=[O:26])[CH2:21]1, predict the reactants needed to synthesize it. The reactants are: Br[CH2:2][C:3]([C:5]1[CH:10]=[CH:9][C:8]([Br:11])=[CH:7][CH:6]=1)=[O:4].[C:12]([O:16][C:17]([N:19]1[CH2:23][C@@H:22]([OH:24])[CH2:21][C@H:20]1[C:25]([OH:27])=[O:26])=[O:18])([CH3:15])([CH3:14])[CH3:13].CCN(CC)CC. (4) Given the product [N+:38]([C:41]1[CH:42]=[CH:43][C:44]([C:45]([O:22][C@H:14]2[CH2:15][CH2:16][C@@:17]3([CH3:18])[C:12](=[CH:11][CH2:10][C@@H:9]4[C@@H:19]3[CH2:20][CH2:21][C@@:4]3([CH3:5])[C@H:6]4[CH2:7][CH2:8][C:3]3=[N:1][OH:2])[CH2:13]2)=[O:46])=[CH:48][CH:49]=1)([O-:40])=[O:39], predict the reactants needed to synthesize it. The reactants are: [N:1](=[C:3]1[CH2:8][CH2:7][C@H:6]2[C@H:9]3[C@H:19]([CH2:20][CH2:21][C@:4]12[CH3:5])[C@:17]1([CH3:18])[C:12]([CH2:13][C@@H:14]([OH:22])[CH2:15][CH2:16]1)=[CH:11][CH2:10]3)[OH:2].C1(N=C=NC2CCCCC2)CCCCC1.[N+:38]([C:41]1[CH:49]=[CH:48][C:44]([C:45](O)=[O:46])=[CH:43][CH:42]=1)([O-:40])=[O:39]. (5) Given the product [CH3:27][O:26][C:24]([CH2:23][CH2:22][CH2:21][CH2:20][C:17]1[CH:18]=[CH:19][C:14]([C:13]([OH:29])=[O:12])=[CH:15][C:16]=1[CH3:28])=[O:25], predict the reactants needed to synthesize it. The reactants are: FC(F)(F)C(O)=O.C([O:12][C:13](=[O:29])[C:14]1[CH:19]=[CH:18][C:17]([CH2:20][CH2:21][CH2:22][CH2:23][C:24]([O:26][CH3:27])=[O:25])=[C:16]([CH3:28])[CH:15]=1)(C)(C)C. (6) Given the product [CH3:19][S:20]([O:1][CH:2]1[CH2:5][N:4]([C:6]2[S:7][CH:8]=[C:9]([C:11]([N:13]3[CH2:14][CH2:15][CH2:16][CH2:17][CH2:18]3)=[O:12])[N:10]=2)[CH2:3]1)(=[O:22])=[O:21], predict the reactants needed to synthesize it. The reactants are: [OH:1][CH:2]1[CH2:5][N:4]([C:6]2[S:7][CH:8]=[C:9]([C:11]([N:13]3[CH2:18][CH2:17][CH2:16][CH2:15][CH2:14]3)=[O:12])[N:10]=2)[CH2:3]1.[CH3:19][S:20](Cl)(=[O:22])=[O:21].C(N(CC)CC)C.